From a dataset of Full USPTO retrosynthesis dataset with 1.9M reactions from patents (1976-2016). Predict the reactants needed to synthesize the given product. (1) Given the product [CH3:19][O:20][C:21](=[O:24])[CH2:22][S:23][CH2:9][CH:8]([NH:7][C:6]([O:5][C:1]([CH3:4])([CH3:3])[CH3:2])=[O:18])[C:11]1[CH:16]=[CH:15][C:14]([F:17])=[CH:13][CH:12]=1, predict the reactants needed to synthesize it. The reactants are: [C:1]([O:5][C:6](=[O:18])[NH:7][CH:8]([C:11]1[CH:16]=[CH:15][C:14]([F:17])=[CH:13][CH:12]=1)[CH2:9]I)([CH3:4])([CH3:3])[CH3:2].[CH3:19][O:20][C:21](=[O:24])[CH2:22][SH:23].C(=O)([O-])[O-].[K+].[K+]. (2) Given the product [CH:1]1([CH2:4][O:5][C:6]2[CH:11]=[C:10]([O:12][CH3:13])[CH:9]=[CH:8][C:7]=2[C:14]2[C:15]3[NH:22][C:21]([CH3:23])=[C:20]([C:24]([NH:26][CH:27]4[CH2:28][CH2:29][N:30]([C:38](=[O:39])[C@@H:37]([OH:36])[CH3:41])[CH2:31][CH2:32]4)=[O:25])[C:16]=3[N:17]=[CH:18][N:19]=2)[CH2:3][CH2:2]1, predict the reactants needed to synthesize it. The reactants are: [CH:1]1([CH2:4][O:5][C:6]2[CH:11]=[C:10]([O:12][CH3:13])[CH:9]=[CH:8][C:7]=2[C:14]2[C:15]3[NH:22][C:21]([CH3:23])=[C:20]([C:24]([NH:26][CH:27]4[CH2:32][CH2:31][NH:30][CH2:29][CH2:28]4)=[O:25])[C:16]=3[N:17]=[CH:18][N:19]=2)[CH2:3][CH2:2]1.C([O:36][C@@H:37]([CH3:41])[C:38](Cl)=[O:39])(=O)C. (3) Given the product [Br:6][C:7]1[C:8]([F:16])=[C:9]([CH:13]=[CH:14][CH:15]=1)[C:10]#[N:12], predict the reactants needed to synthesize it. The reactants are: CN(C)C=O.[Br:6][C:7]1[C:8]([F:16])=[C:9]([CH:13]=[CH:14][CH:15]=1)[C:10]([NH2:12])=O.N1C(Cl)=NC(Cl)=NC=1Cl. (4) Given the product [CH2:33]([S:34][C:2]1[N:7]=[N:6][C:5]([N:8]2[CH2:13][CH2:12][N:11]([C:14]([C:16]3[CH:21]=[CH:20][CH:19]=[CH:18][C:17]=3[C:22]([F:25])([F:24])[F:23])=[O:15])[CH2:10][CH2:9]2)=[CH:4][CH:3]=1)[CH2:32][C:26]1[CH:31]=[CH:30][CH:29]=[CH:28][CH:27]=1, predict the reactants needed to synthesize it. The reactants are: Cl[C:2]1[N:7]=[N:6][C:5]([N:8]2[CH2:13][CH2:12][N:11]([C:14]([C:16]3[CH:21]=[CH:20][CH:19]=[CH:18][C:17]=3[C:22]([F:25])([F:24])[F:23])=[O:15])[CH2:10][CH2:9]2)=[CH:4][CH:3]=1.[C:26]1([CH2:32][CH2:33][SH:34])[CH:31]=[CH:30][CH:29]=[CH:28][CH:27]=1.[OH-].[Na+]. (5) The reactants are: [C:1]([C:5]1[CH:10]=[CH:9][C:8]([S:11](Cl)(=[O:13])=[O:12])=[CH:7][CH:6]=1)([CH3:4])([CH3:3])[CH3:2].[F:15][CH2:16][C:17]1[CH:21]=[C:20]([NH2:22])[N:19]([C:23]2[CH:32]=[CH:31][CH:30]=[C:29]3[C:24]=2[CH:25]=[CH:26][CH:27]=[N:28]3)[N:18]=1.[OH-].[Li+].[OH-].[Na+].Cl. Given the product [C:1]([C:5]1[CH:10]=[CH:9][C:8]([S:11]([NH:22][C:20]2[N:19]([C:23]3[CH:32]=[CH:31][CH:30]=[C:29]4[C:24]=3[CH:25]=[CH:26][CH:27]=[N:28]4)[N:18]=[C:17]([CH2:16][F:15])[CH:21]=2)(=[O:13])=[O:12])=[CH:7][CH:6]=1)([CH3:4])([CH3:3])[CH3:2], predict the reactants needed to synthesize it. (6) Given the product [C:26]([O:25][C:24](=[O:30])[NH:23][CH2:22][CH2:21][O:20][CH2:19][CH2:18][N:6]1[C:7]2[C:16]3[CH:15]=[CH:14][CH:13]=[CH:12][C:11]=3[N+:10]([O-:36])=[CH:9][C:8]=2[N:17]=[C:5]1[CH2:4][CH2:3][O:2][CH3:1])([CH3:27])([CH3:29])[CH3:28], predict the reactants needed to synthesize it. The reactants are: [CH3:1][O:2][CH2:3][CH2:4][C:5]1[N:6]([CH2:18][CH2:19][O:20][CH2:21][CH2:22][NH:23][C:24](=[O:30])[O:25][C:26]([CH3:29])([CH3:28])[CH3:27])[C:7]2[C:16]3[CH:15]=[CH:14][CH:13]=[CH:12][C:11]=3[N:10]=[CH:9][C:8]=2[N:17]=1.ClC1C=C(C=CC=1)C(OO)=[O:36]. (7) Given the product [C:29]([C:22]1[C:23]([O:25][CH:26]([CH3:27])[CH3:28])=[CH:24][C:19]([NH:18][C:17]([N:11]2[C:10]3[C:15](=[CH:16][C:7]([CH2:6][NH:38][CH3:37])=[C:8]([CH:32]([O:33][CH3:34])[O:35][CH3:36])[N:9]=3)[CH2:14][CH2:13][CH2:12]2)=[O:31])=[N:20][CH:21]=1)#[N:30], predict the reactants needed to synthesize it. The reactants are: CS(O[CH2:6][C:7]1[C:8]([CH:32]([O:35][CH3:36])[O:33][CH3:34])=[N:9][C:10]2[N:11]([C:17](=[O:31])[NH:18][C:19]3[CH:24]=[C:23]([O:25][CH:26]([CH3:28])[CH3:27])[C:22]([C:29]#[N:30])=[CH:21][N:20]=3)[CH2:12][CH2:13][CH2:14][C:15]=2[CH:16]=1)(=O)=O.[CH3:37][NH2:38].